Dataset: Drug-target binding data from BindingDB using IC50 measurements. Task: Regression. Given a target protein amino acid sequence and a drug SMILES string, predict the binding affinity score between them. We predict pIC50 (pIC50 = -log10(IC50 in M); higher means more potent). Dataset: bindingdb_ic50. (1) The compound is Cc1c(Cl)cccc1CCCCOc1ccc(C#Cc2cccc3c(CCCC(=O)O)c(C)n(CCCC(=O)O)c23)cc1. The target protein sequence is MEPNNSSSRNCMIQESFKKEFYPVTYLVIFVWGALGNGLSIYVFLQTYKKSTSANVFMLNLAMSDLLFISTLPFRAHYYLNNSNWIFGDVPCRIMSYSLYVNMYTSIYFLTVLSVVRFLATVHPFRLLHVTSFRSAWILCGIIWIFTMASAAVLLMHGSEPKNSITTCLELDIRKVGKLKVMNHIALVVGFLLPFFTLSICYLLVIRVLLKVEIPESTLRASHRKALITIIIALITFLLCFLPYHTLRTLHLITWNKDSCGNGLHKAVVITLALAAANSCVNPFLYYFAGENFKDKLKAVFIKDHPQKAKCSFPICL. The pIC50 is 7.6. (2) The compound is CCN(CC)c1nc(C)c([N+](=O)[O-])c(NCCNC(=S)Nc2ccc(C)c(Cl)c2)n1. The target protein (P62937) has sequence MVNPTVFFDIAVDGEPLGRVSFELFADKVPKTAENFRALSTGEKGFGYKGSCFHRIIPGFMCQGGDFTRHNGTGGKSIYGEKFEDENFILKHTGPGILSMANAGPNTNGSQFFICTAKTEWLDGKHVVFGKVKEGMNIVEAMERFGSRNGKTSKKITIADCGQLE. The pIC50 is 6.1. (3) The small molecule is CCCCCCCCCCCCCCC(CCCCCCCCCCCCCC)C(=O)N[C@H](COC1OC(C)C(O)C(O)C1O)C(=O)N[C@H](CCC(=O)O)C(=O)NC. The target protein (Q01102) has sequence MAGCPKGSWTPRLRSVILGGAQLIWFSALISELVNQKEVAAWTYNYSTKAYSWNNSRVFCRRHFTDLVAIQNKNEIAHLNDVIPFFNSYYWIGIRKINNKWTWVGTNKTLTEEAENWADNEPNNKKNNQDCVEIYIKSNSAPGKWNDEPCFKRKRALCYTASCQDMSCSNQGECIETIGSYTCSCYPGFYGPECEYVKECGKVNIPQHVLMNCSHPLGEFSFNSQCTFSCAEGYELDGPGELQCLASGIWTNNPPKCDAVQCQSLEAPPHGTMACMHPIAAFAYDSSCKFECQPGYRARGSNTLHCTGSGQWSEPLPTCEAIACEPPEIPIHGSMDCVPSTGTFGYNSSCTFLCAEGFVLKGNDAIQCADSGQWTAPAPFCEALQCPEFPVPSKAQVNCSDPFGTLTYQSVCSFSCDEGSLLVGASVIRCLATGHWNGAPPECQAVSCAPMLSPENGSMTCVQPLGNSTYKSTCQFMCDEGFYLSGPERLDCSPSGHWTG.... The pIC50 is 5.7. (4) The small molecule is CN1C=CN(C2OC(C(F)(F)F)=CN2c2ccc(S(N)(=O)=O)cc2)C=C1. The target protein (Q63921) has sequence MSRRSLSLQFPLLLLLLLLPPPPVLLTDAGVPSPVNPCCYYPCQNQGVCVRFGLDHYQCDCTRTGYSGPNCTIPEIWTWLRSSLRPSPSFTHFLLTHGYWIWEFVNATFIREVLMRLVITVRSNLIPSPPTYNTAHDYISWESFSNVSYYTRILPSVPKDCPTPMGTKGKKQLPDIHLLAQRLLLRREFIPGPQGTNVLFAFFAQHFTHQFFKTSGKMGPGFTKALGHGVDLGHIYGDSLERQYHLRLFKDGKLKYQVLDGEVYPPSVEQASVLMRYPPGVPPEKQMAVGQEVFGLLPGLMLFSTIWLREHNRVCDLLKEEHPTWDDEQLFQTTRLILIGETIKIIIEEYVQHLSGYFLQLKFDPELLFRAQFQYRNRIALEFNHLYHWHPLMPDSFQVGSQEYSYEQFLFNTSMLVDYGVEALVDAFSRQRAGRIGGGRNFDYHVLHVAEDVIKESREMRLQSFNEYRKRFGLKPYTSFQEFTGEKEMAAELEELYGDI.... The pIC50 is 7.2. (5) The drug is CC[C@H](C)[C@H](NC(=O)[C@H](Cc1ccccc1)NC(=O)[C@H](Cc1ccc(O)cc1)NC(=O)[C@H](CC(N)=O)NC(=O)[C@@H](NC(=O)[C@@H](NC(=O)[C@@H](NC(=O)[C@H](CCC(N)=O)NC(=O)[C@H](CC(C)C)NC(=O)[C@H](CCCNC(=N)N)NC(=O)[C@H](CCC(=O)O)NC(=O)[C@H](Cc1ccccc1)NC(=O)[C@H](CCCCN)NC(=O)[C@H](C)N)[C@@H](C)O)C(C)C)[C@@H](C)O)C(=O)N[C@H](C(=O)N[C@@H](CO)C(=O)N[C@@H](CCC(=O)O)C(=O)O)[C@@H](C)O. The target protein (P26818) has sequence MADLEAVLADVSYLMAMEKSKATPAARASKKIVLPEPSIRSVMQKYLEERHEITFDKIFNQRIGFLLFKDFCLNEINEAVPQVKFYEEIKEYEKLENEEDRLCRSRQIYDTYIMKELLSCSHPFSKQAVEHVQSHLSKKQVTSTLFQPYIEEICESLRGSIFQKFMESDKFTRFCQWKNVELNIHLTMNDFSVHRIIGRGGFGEVYGCRKADTGKMYAMKCLDKKRIKMKQGETLALNERIMLSLVSTGDCPFIVCMTYAFHTPDKLCFILDLMNGGDLHYHLSQHGVFSEKEMRFYATEIILGLEHMHNRFVVYRDLKPANILLDEHGHVRISDLGLACDFSKKKPHASVGTHGYMAPEVLQKGTAYDSSADWFSLGCMLFKLLRGHSPFRQHKTKDKHEIDRMTLTMNVELPDVFSPELKSLLEGLLQRDVSKRLGCHGGSAQELKTHDFFRGIDWQHVYLQKYPPPLIPPRGEVNAADAFDIGSFDEEDTKGIKLLD.... The pIC50 is 5.8. (6) The compound is CCCn1nc(Nc2cnccc2C(=O)O)c2cc(C)ccc21. The target protein (Q9H3R0) has sequence MEVAEVESPLNPSCKIMTFRPSMEEFREFNKYLAYMESKGAHRAGLAKVIPPKEWKPRQCYDDIDNLLIPAPIQQMVTGQSGLFTQYNIQKKAMTVKEFRQLANSGKYCTPRYLDYEDLERKYWKNLTFVAPIYGADINGSIYDEGVDEWNIARLNTVLDVVEEECGISIEGVNTPYLYFGMWKTTFAWHTEDMDLYSINYLHFGEPKSWYAIPPEHGKRLERLAQGFFPSSSQGCDAFLRHKMTLISPSVLKKYGIPFDKITQEAGEFMITFPYGYHAGFNHGFNCAESTNFATVRWIDYGKVAKLCTCRKDMVKISMDIFVRKFQPDRYQLWKQGKDIYTIDHTKPTPASTPEVKAWLQRRRKVRKASRSFQCARSTSKRPKADEEEEVSDEVDGAEVPNPDSVTDDLKVSEKSEAAVKLRNTEASSEEESSASRMQVEQNLSDHIKLSGNSCLSTSVTEDIKTEDDKAYAYRSVPSISSEADDSIPLSSGYEKPEKS.... The pIC50 is 6.3. (7) The compound is COc1ccc(C[C@H](OC(=O)/C=C/c2ccc(OCc3ccccc3)c(OCc3ccccc3)c2)C(=O)O)cc1OC. The target protein (P39900) has sequence MKFLLILLLQATASGALPLNSSTSLEKNNVLFGERYLEKFYGLEINKLPVTKMKYSGNLMKEKIQEMQHFLGLKVTGQLDTSTLEMMHAPRCGVPDVHHFREMPGGPVWRKHYITYRINNYTPDMNREDVDYAIRKAFQVWSNVTPLKFSKINTGMADILVVFARGAHGDFHAFDGKGGILAHAFGPGSGIGGDAHFDEDEFWTTHSGGTNLFLTAVHEIGHSLGLGHSSDPKAVMFPTYKYVDINTFRLSADDIRGIQSLYGDPKENQRLPNPDNSEPALCDPNLSFDAVTTVGNKIFFFKDRFFWLKVSERPKTSVNLISSLWPTLPSGIEAAYEIEARNQVFLFKDDKYWLISNLRPEPNYPKSIHSFGFPNFVKKIDAAVFNPRFYRTYFFVDNQYWRYDERRQMMDPGYPKLITKNFQGIGPKIDAVFYSKNKYYYFFQGSNQFEYDFLLQRITKTLKSNSWFGC. The pIC50 is 5.6. (8) The drug is Fc1ccc(F)c(CN2CCn3nnnc3C2c2ccccc2F)c1. The target protein sequence is HPGLGELGQGPDSYGSPSFRSTPEAPYASLTEIEHLVQSVCKSYRETCQLRLEDLLRQRSNIFSREEVTGYQRKSMWEMWERCAHHLTEAIQYVVEFAKRLSGFMELCQNDQIVLLKAGAMEVVLVRMCRAYNADNRTVFFEGKYGGMELFRALGCSELISSIFDFSHSLSALHFSEDEIALYTALVLINAHRPGLQEKRKVEQLQYNLELAFHHHLCKTHRQSILAKLPPKGKLRSLCSQHVERLQIFQHLHPIVVQAA. The pIC50 is 4.6. (9) The drug is C[C@H](Nc1ncnc2[nH]cnc12)c1nc2ccc(F)cc2c(=O)n1-c1ccccc1. The target protein (O35904) has sequence MPPGVDCPMEFWTKEESQSVVVDFLLPTGVYLNFPVSRNANLSTIKQVLWHRAQYEPLFHMLSDPEAYVFTCVNQTAEQQELEDEQRRLCDIQPFLPVLRLVAREGDRVKKLINSQISLLIGKGLHEFDSLRDPEVNDFRTKMRQFCEEAAAHRQQLGWVEWLQYSFPLQLEPSARGWRAGLLRVSNRALLVNVKFEGSEESFTFQVSTKDMPLALMACALRKKATVFRQPLVEQPEEYALQVNGRHEYLYGNYPLCHFQYICSCLHSGLTPHLTMVHSSSILAMRDEQSNPAPQVQKPRAKPPPIPAKKPSSVSLWSLEQPFSIELIEGRKVNADERMKLVVQAGLFHGNEMLCKTVSSSEVNVCSEPVWKQRLEFDISVCDLPRMARLCFALYAVVEKAKKARSTKKKSKKADCPIAWANLMLFDYKDQLKTGERCLYMWPSVPDEKGELLNPAGTVRGNPNTESAAALVIYLPEVAPHPVYFPALEKILELGRHGER.... The pIC50 is 7.9.